Task: Predict the product of the given reaction.. Dataset: Forward reaction prediction with 1.9M reactions from USPTO patents (1976-2016) Given the reactants [Br:1][C:2]1[CH:7]=[C:6]([F:8])[CH:5]=[C:4]([F:9])[C:3]=1I.[Cl-].[Li+].C([Mg]Cl)(C)C.[CH:18](N1CCOCC1)=[O:19], predict the reaction product. The product is: [Br:1][C:2]1[CH:7]=[C:6]([F:8])[CH:5]=[C:4]([F:9])[C:3]=1[CH:18]=[O:19].